Dataset: Full USPTO retrosynthesis dataset with 1.9M reactions from patents (1976-2016). Task: Predict the reactants needed to synthesize the given product. Given the product [Cl:37][C:34]1[N:33]=[CH:32][C:31]([N:22]2[C:21]3[N:38]4[CH:39]=[C:15]([NH:14][C:6](=[O:11])[C:7]([F:8])([F:9])[F:10])[CH:16]=[CH:17][C:18]4=[N:19][C:20]=3[C:29]3[C:24](=[CH:25][CH:26]=[CH:27][CH:28]=3)[C:23]2=[O:30])=[CH:36][CH:35]=1, predict the reactants needed to synthesize it. The reactants are: [F:8][C:7]([F:10])([F:9])[C:6](O[C:6](=[O:11])[C:7]([F:10])([F:9])[F:8])=[O:11].[NH2:14][C:15]1[CH:16]=[CH:17][C:18]2[N:38]([CH:39]=1)[C:21]1[N:22]([C:31]3[CH:32]=[N:33][C:34]([Cl:37])=[CH:35][CH:36]=3)[C:23](=[O:30])[C:24]3[C:29]([C:20]=1[N:19]=2)=[CH:28][CH:27]=[CH:26][CH:25]=3.C(N(CC)CC)C.